Dataset: Forward reaction prediction with 1.9M reactions from USPTO patents (1976-2016). Task: Predict the product of the given reaction. Given the reactants C[O:2][C:3](=[O:38])[C@H:4]([CH2:28][NH:29][C:30](=[O:37])[C:31]1[CH:36]=[CH:35][CH:34]=[CH:33][CH:32]=1)[NH:5][C:6](=[O:27])[C:7]1[CH:12]=[CH:11][C:10]([C:13]([NH:15][CH2:16][C:17]2[CH:25]=[CH:24][CH:23]=[C:22]3[C:18]=2[CH:19]=[CH:20][NH:21]3)=[O:14])=[CH:9][C:8]=1[Cl:26].O.[OH-].[Li+], predict the reaction product. The product is: [C:30]([NH:29][CH2:28][C@@H:4]([C:3]([OH:38])=[O:2])[NH:5][C:6](=[O:27])[C:7]1[CH:12]=[CH:11][C:10]([C:13]([NH:15][CH2:16][C:17]2[CH:25]=[CH:24][CH:23]=[C:22]3[C:18]=2[CH:19]=[CH:20][NH:21]3)=[O:14])=[CH:9][C:8]=1[Cl:26])(=[O:37])[C:31]1[CH:36]=[CH:35][CH:34]=[CH:33][CH:32]=1.